From a dataset of Forward reaction prediction with 1.9M reactions from USPTO patents (1976-2016). Predict the product of the given reaction. (1) The product is: [C:1]([O:5][C@@H:6]([C:10]1[C:39]([CH3:40])=[N:38][C:37]2=[CH:41][C:34]3=[N:35][N:36]2[C:11]=1[N:12]1[CH2:13][CH2:14][C:15]([CH3:45])([O:16][CH2:17][CH2:18][CH2:19][CH2:20][CH2:21][O:22][C:23]2[CH:24]=[CH:25][CH:26]=[CH:27][C:28]=2[CH2:29][C:30]2[S:42][C:33]3=[N:32][CH:31]=2)[CH2:43][CH2:44]1)[C:7]([OH:9])=[O:8])([CH3:4])([CH3:2])[CH3:3]. Given the reactants [C:1]([O:5][C@@H:6]([C:10]1[C:39]([CH3:40])=[N:38][C:37]2=[CH:41][C:34]3=[N:35][N:36]2[C:11]=1[N:12]1[CH2:44][CH2:43][C:15]([CH3:45])([O:16][CH2:17][CH:18]=[CH:19][CH2:20][CH2:21][O:22][C:23]2[CH:24]=[CH:25][CH:26]=[CH:27][C:28]=2[CH2:29][C:30]2[S:42][C:33]3=[N:32][CH:31]=2)[CH2:14][CH2:13]1)[C:7]([OH:9])=[O:8])([CH3:4])([CH3:3])[CH3:2].[H][H], predict the reaction product. (2) Given the reactants N1C=CC=CC=1.[Br:7][C:8]1[C:21](=[O:22])[C:20]2[C:19]3[CH:18]=[CH:17][C:16]([CH3:24])([CH3:23])[O:15][C:14]=3[CH:13]=[CH:12][C:11]=2[C:10](=[O:25])[C:9]=1[OH:26].[CH3:27][C:28]1[CH:33]=[CH:32][C:31]([S:34](Cl)(=[O:36])=[O:35])=[CH:30][CH:29]=1.C(N(C(C)C)CC)(C)C.Cl, predict the reaction product. The product is: [Br:7][C:8]1[C:21](=[O:22])[C:20]2[C:19]3[CH:18]=[CH:17][C:16]([CH3:23])([CH3:24])[O:15][C:14]=3[CH:13]=[CH:12][C:11]=2[C:10](=[O:25])[C:9]=1[O:26][S:34]([C:31]1[CH:32]=[CH:33][C:28]([CH3:27])=[CH:29][CH:30]=1)(=[O:36])=[O:35]. (3) Given the reactants P(Cl)(Cl)([Cl:3])=O.[CH3:6][CH:7]([CH3:13])[CH2:8][CH2:9][C:10](=[O:12])C.[CH3:14][C:15]([O-])=O.[Na+], predict the reaction product. The product is: [Cl:3][C:15]([CH3:14])=[C:9]([CH2:8][CH:7]([CH3:6])[CH3:13])[CH:10]=[O:12]. (4) Given the reactants Cl[C:2]1[N:7]=[C:6]([NH:8][CH3:9])[N:5]=[C:4]([NH:10][CH2:11][C:12]#[CH:13])[N:3]=1.[CH2:14]([NH2:16])[CH3:15].C([O-])(O)=O.[Na+], predict the reaction product. The product is: [CH2:14]([NH:16][C:2]1[N:7]=[C:6]([NH:8][CH3:9])[N:5]=[C:4]([NH:10][CH2:11][C:12]#[CH:13])[N:3]=1)[CH3:15]. (5) Given the reactants [C:1]([O:5][CH2:6][CH2:7][N:8]1[CH2:13][CH2:12][CH:11]([CH2:14][CH2:15][O:16][C:17]2[C:18]([O:30][CH3:31])=[CH:19][C:20](C#N)=[C:21]([N:23]=[CH:24][N:25]([CH3:27])C)[CH:22]=2)[CH2:10][CH2:9]1)([CH3:4])([CH3:3])[CH3:2].[NH2:32][C:33]1[CH:37]=[C:36]([CH2:38][C:39]([OH:41])=[O:40])[NH:35][N:34]=1, predict the reaction product. The product is: [C:1]([O:5][CH2:6][CH2:7][N:8]1[CH2:9][CH2:10][CH:11]([CH2:14][CH2:15][O:16][C:17]2[CH:22]=[C:21]3[C:20]([C:27]([NH:32][C:33]4[CH:37]=[C:36]([CH2:38][C:39]([OH:41])=[O:40])[NH:35][N:34]=4)=[N:25][CH:24]=[N:23]3)=[CH:19][C:18]=2[O:30][CH3:31])[CH2:12][CH2:13]1)([CH3:4])([CH3:3])[CH3:2]. (6) Given the reactants [F:1][C:2]1[CH:7]=[CH:6][CH:5]=[CH:4][C:3]=1[C:8]1[C:17]2[C:12](=[CH:13][CH:14]=[CH:15][CH:16]=2)[N:11]=[C:10]([N:18]2[CH2:23][CH2:22][NH:21][CH2:20][CH2:19]2)[N:9]=1.[ClH:24].CCOCC, predict the reaction product. The product is: [ClH:24].[F:1][C:2]1[CH:7]=[CH:6][CH:5]=[CH:4][C:3]=1[C:8]1[C:17]2[C:12](=[CH:13][CH:14]=[CH:15][CH:16]=2)[N:11]=[C:10]([N:18]2[CH2:23][CH2:22][NH:21][CH2:20][CH2:19]2)[N:9]=1.